This data is from Full USPTO retrosynthesis dataset with 1.9M reactions from patents (1976-2016). The task is: Predict the reactants needed to synthesize the given product. (1) Given the product [C:3]([CH:2]([CH2:15][C:16]([C:18]1[CH:23]=[CH:22][C:21]([O:24][CH3:25])=[CH:20][CH:19]=1)=[O:17])[C:1]([O:7][CH2:8][CH3:9])=[O:6])(=[O:4])[CH3:5], predict the reactants needed to synthesize it. The reactants are: [C:1]([O:7][CH2:8][CH3:9])(=[O:6])[CH2:2][C:3]([CH3:5])=[O:4].[O-]CC.[Na+].Br[CH2:15][C:16]([C:18]1[CH:23]=[CH:22][C:21]([O:24][CH3:25])=[CH:20][CH:19]=1)=[O:17].Cl. (2) Given the product [F:35][C:54]1[CH:53]=[C:52]([NH:51][C:14]([C:10]2[C:9](=[O:17])[C:8]([C:5]3[CH:4]=[CH:3][C:2]([F:1])=[CH:7][CH:6]=3)=[CH:13][NH:12][CH:11]=2)=[O:16])[CH:78]=[CH:77][C:55]=1[O:56][C:57]1[C:58]2[CH:59]=[C:60]3[O:76][CH2:75][CH2:74][O:73][CH2:72][CH2:71][O:70][CH2:69][CH2:68][O:67][C:61]3=[CH:62][C:63]=2[N:64]=[CH:65][N:66]=1, predict the reactants needed to synthesize it. The reactants are: [F:1][C:2]1[CH:7]=[CH:6][C:5]([C:8]2[C:9](=[O:17])[C:10]([C:14]([OH:16])=O)=[CH:11][NH:12][CH:13]=2)=[CH:4][CH:3]=1.CN(C(ON1N=NC2C=CC=NC1=2)=[N+](C)C)C.[F:35][P-](F)(F)(F)(F)F.CCN(C(C)C)C(C)C.[NH2:51][C:52]1[CH:78]=[CH:77][C:55]([O:56][C:57]2[C:58]3[CH:59]=[C:60]4[O:76][CH2:75][CH2:74][O:73][CH2:72][CH2:71][O:70][CH2:69][CH2:68][O:67][C:61]4=[CH:62][C:63]=3[N:64]=[CH:65][N:66]=2)=[C:54](C)[CH:53]=1.Cl.